Task: Predict the reaction yield, written as a fraction of the theoretical maximum amount of product (1.0 means a 100% yield; for example, 0.34 means a 34% yield).. Dataset: Reaction yield outcomes from USPTO patents with 853,638 reactions (1) The reactants are [OH-].[Na+].C([O:5][C:6]([C:8]1[NH:9][CH:10]=[C:11]([CH2:13][CH2:14][C:15]2[CH:20]=[CH:19][CH:18]=[CH:17][C:16]=2[Br:21])[CH:12]=1)=[O:7])C. The catalyst is CO. The product is [Br:21][C:16]1[CH:17]=[CH:18][CH:19]=[CH:20][C:15]=1[CH2:14][CH2:13][C:11]1[CH:12]=[C:8]([C:6]([OH:7])=[O:5])[NH:9][CH:10]=1. The yield is 0.513. (2) The catalyst is CC(N(C)C)=O. The product is [F:11][C:8]1[CH:9]=[CH:10][C:5]2[N:6]([C:2]([N:12]3[CH2:16][CH2:15][CH2:14][CH2:13]3)=[N:3][N:4]=2)[CH:7]=1. The yield is 0.260. The reactants are Cl[C:2]1[N:6]2[CH:7]=[C:8]([F:11])[CH:9]=[CH:10][C:5]2=[N:4][N:3]=1.[NH:12]1[CH2:16][CH2:15][CH2:14][CH2:13]1. (3) The reactants are [NH2:1][C:2]1[CH:17]=[CH:16][C:5]([O:6][CH2:7][CH2:8][N:9]2[CH2:14][CH2:13][CH:12]([OH:15])[CH2:11][CH2:10]2)=[C:4]([C:18]2[N:19]([CH3:24])[N:20]=[CH:21][C:22]=2[Br:23])[CH:3]=1.[C:25](O[C:25](=[O:30])[CH2:26][CH2:27][CH2:28][CH3:29])(=[O:30])[CH2:26][CH2:27][CH2:28][CH3:29].C(N(CC)CC)C. The catalyst is CN(C=O)C. The product is [Br:23][C:22]1[CH:21]=[N:20][N:19]([CH3:24])[C:18]=1[C:4]1[CH:3]=[C:2]([NH:1][C:25](=[O:30])[CH2:26][CH2:27][CH2:28][CH3:29])[CH:17]=[CH:16][C:5]=1[O:6][CH2:7][CH2:8][N:9]1[CH2:10][CH2:11][CH:12]([OH:15])[CH2:13][CH2:14]1. The yield is 0.450. (4) The reactants are Cl[C:2]1[N:7]=[C:6]([C:8]2[N:9]([CH:14]([CH3:16])[CH3:15])[C:10]([CH3:13])=[N:11][CH:12]=2)[CH:5]=[CH:4][N:3]=1.[NH2:17][C@H:18]1[CH2:23][CH2:22][C@H:21]([NH:24][C:25](=[O:31])[O:26][C:27]([CH3:30])([CH3:29])[CH3:28])[CH2:20][CH2:19]1.C(N(CC)CC)C. The catalyst is CC(O)C. The product is [CH3:13][C:10]1[N:9]([CH:14]([CH3:16])[CH3:15])[C:8]([C:6]2[CH:5]=[CH:4][N:3]=[C:2]([NH:17][C@H:18]3[CH2:23][CH2:22][C@H:21]([NH:24][C:25](=[O:31])[O:26][C:27]([CH3:29])([CH3:28])[CH3:30])[CH2:20][CH2:19]3)[N:7]=2)=[CH:12][N:11]=1. The yield is 0.500. (5) The yield is 0.330. The catalyst is C(#N)C. The reactants are [F:1][CH:2]([F:23])[O:3][C:4]1[C:5]([OH:22])=[C:6]([C:12]2[CH:13]=[C:14]3[C:18](=[CH:19][CH:20]=2)[C:17](=[O:21])[O:16][CH2:15]3)[CH:7]=[CH:8][C:9]=1[O:10][CH3:11].C(=O)([O-])[O-].[K+].[K+].Br[CH2:31][C:32]1[CH:37]=[CH:36][C:35]([S:38]([CH3:41])(=[O:40])=[O:39])=[CH:34][CH:33]=1. The product is [F:23][CH:2]([F:1])[O:3][C:4]1[C:5]([O:22][CH2:31][C:32]2[CH:33]=[CH:34][C:35]([S:38]([CH3:41])(=[O:40])=[O:39])=[CH:36][CH:37]=2)=[C:6]([C:12]2[CH:13]=[C:14]3[C:18](=[CH:19][CH:20]=2)[C:17](=[O:21])[O:16][CH2:15]3)[CH:7]=[CH:8][C:9]=1[O:10][CH3:11]. (6) The reactants are [Al+3].[Cl-].[Cl-].[Cl-].C(NB)(C)(C)C.[CH2:11]([N:18]1[CH2:26][CH:25]2[CH:21]([C:22](=O)[C:23]3[CH:29]=[CH:28][S:27][C:24]=32)[CH2:20][CH2:19]1)[C:12]1[CH:17]=[CH:16][CH:15]=[CH:14][CH:13]=1.[Al+3].[Cl-].[Cl-].[Cl-].B.Cl.[OH-].[Na+]. The catalyst is C(Cl)Cl. The product is [CH2:11]([N:18]1[CH2:26][CH:25]2[CH:21]([CH2:22][C:23]3[CH:29]=[CH:28][S:27][C:24]=32)[CH2:20][CH2:19]1)[C:12]1[CH:17]=[CH:16][CH:15]=[CH:14][CH:13]=1. The yield is 0.640. (7) The reactants are C(OC([N:11]1[CH2:17][C@H:16]2[C@:13]([NH:19][C:20]([O:22][C:23]([CH3:26])([CH3:25])[CH3:24])=[O:21])([CH2:14][C@H:15]2[CH3:18])[CH2:12]1)=O)C1C=CC=CC=1.[H][H]. The catalyst is CO.[C].[Pd]. The product is [C:23]([O:22][C:20]([NH:19][C@:13]12[CH2:14][C@@H:15]([CH3:18])[C@H:16]1[CH2:17][NH:11][CH2:12]2)=[O:21])([CH3:26])([CH3:24])[CH3:25]. The yield is 0.850. (8) The reactants are [Br:1][C:2]1[CH:29]=[CH:28][CH:27]=[CH:26][C:3]=1[CH2:4][C:5]1[O:6][C:7]([CH3:25])=[C:8]([CH3:24])[C:9]=1[C:10]([C:12]1[CH:17]=[CH:16][C:15]([OH:18])=[C:14]([CH:19]2[CH2:23][CH2:22][CH2:21][CH2:20]2)[CH:13]=1)=[O:11].Cl[S:31]([C:34]1[CH:42]=[CH:41][C:37]([C:38]([OH:40])=[O:39])=[C:36]([OH:43])[CH:35]=1)(=[O:33])=[O:32]. No catalyst specified. The product is [Br:1][C:2]1[CH:29]=[CH:28][CH:27]=[CH:26][C:3]=1[CH2:4][C:5]1[O:6][C:7]([CH3:25])=[C:8]([CH3:24])[C:9]=1[C:10]([C:12]1[CH:17]=[CH:16][C:15]([O:18][S:31]([C:34]2[CH:42]=[CH:41][C:37]([C:38]([OH:40])=[O:39])=[C:36]([OH:43])[CH:35]=2)(=[O:33])=[O:32])=[C:14]([CH:19]2[CH2:23][CH2:22][CH2:21][CH2:20]2)[CH:13]=1)=[O:11]. The yield is 0.680. (9) The reactants are [CH3:1][O:2][C:3]1[CH:8]=[C:7]([CH3:9])[C:6]([S:10]([NH:13][C:14]2([C:18](OC)=[O:19])[CH2:17][CH2:16][CH2:15]2)(=[O:12])=[O:11])=[C:5]([CH3:22])[CH:4]=1.[H-].[H-].[H-].[H-].[Li+].[Al+3].[O-]S([O-])(=O)=O.[Na+].[Na+]. The catalyst is C1COCC1. The product is [OH:19][CH2:18][C:14]1([NH:13][S:10]([C:6]2[C:7]([CH3:9])=[CH:8][C:3]([O:2][CH3:1])=[CH:4][C:5]=2[CH3:22])(=[O:12])=[O:11])[CH2:15][CH2:16][CH2:17]1. The yield is 0.920. (10) The reactants are O[CH2:2][C:3]1[CH:16]=[N:15][C:6]2[C:7]3[N:8]([CH:12]=[CH:13][CH:14]=3)[C:9](=[O:11])[NH:10][C:5]=2[CH:4]=1.[Cl:17][C:18]1[CH:19]=[C:20]([CH:25]=[CH:26][C:27]=1[N:28]1[CH2:33][CH2:32][NH:31][CH2:30][CH2:29]1)[C:21]([NH:23][CH3:24])=[O:22].[I-].C(C[P+](C)(C)C)#N.C(N(C(C)C)C(C)C)C. The catalyst is C(#N)CC. The product is [Cl:17][C:18]1[CH:19]=[C:20]([CH:25]=[CH:26][C:27]=1[N:28]1[CH2:29][CH2:30][N:31]([CH2:2][C:3]2[CH:16]=[N:15][C:6]3[C:7]4[N:8]([CH:12]=[CH:13][CH:14]=4)[C:9](=[O:11])[NH:10][C:5]=3[CH:4]=2)[CH2:32][CH2:33]1)[C:21]([NH:23][CH3:24])=[O:22]. The yield is 0.739.